From a dataset of Catalyst prediction with 721,799 reactions and 888 catalyst types from USPTO. Predict which catalyst facilitates the given reaction. (1) Reactant: [Cl:1][C:2]1[CH:21]=[CH:20][C:5]([CH:6]=[C:7]2[CH2:12][CH2:11][N:10]([C:13]([O:15][C:16]([CH3:19])([CH3:18])[CH3:17])=[O:14])[CH2:9][CH2:8]2)=[CH:4][C:3]=1F.Br[CH2:24][C:25]1[CH:30]=[CH:29][C:28]([Cl:31])=[CH:27][C:26]=1[F:32].Cl. Product: [Cl:1][C:2]1[CH:21]=[CH:20][C:5]([CH:6]=[C:7]2[CH2:12][CH2:11][N:10]([C:13]([O:15][C:16]([CH3:19])([CH3:18])[CH3:17])=[O:14])[CH2:9][CH2:8]2)=[C:4]([F:32])[CH:3]=1.[ClH:31].[Cl:31][C:28]1[CH:29]=[CH:30][C:25]([CH:24]=[C:7]2[CH2:12][CH2:11][NH:10][CH2:9][CH2:8]2)=[C:26]([F:32])[CH:27]=1. The catalyst class is: 5. (2) Reactant: COC1C=C(C=O)C=CC=1O.C([NH2:19])C1C=CC=CC=1.[CH2:20]([N:28]=[C:29]=[S:30])[CH2:21][C:22]1[CH:27]=[CH:26][CH:25]=[CH:24][CH:23]=1. Product: [CH2:20]([NH:28][C:29](=[S:30])[NH2:19])[CH2:21][C:22]1[CH:27]=[CH:26][CH:25]=[CH:24][CH:23]=1. The catalyst class is: 465. (3) Reactant: [CH:1]1([CH2:6][C@H:7]([C@@H:23]([OH:32])[CH2:24][CH2:25][C:26]2[CH:31]=[CH:30][CH:29]=[CH:28][CH:27]=2)[C:8](N2[C@H](CC3C=CC=CC=3)COC2=O)=[O:9])[CH2:5][CH2:4][CH2:3][CH2:2]1.OO.[OH-].[Li+].S([O-])([O-])=[O:38].[Na+].[Na+]. Product: [CH:1]1([CH2:6][C@H:7]([C@@H:23]([OH:32])[CH2:24][CH2:25][C:26]2[CH:31]=[CH:30][CH:29]=[CH:28][CH:27]=2)[C:8]([OH:9])=[O:38])[CH2:2][CH2:3][CH2:4][CH2:5]1. The catalyst class is: 20. (4) Reactant: [F:1][C:2]1[CH:3]=[C:4]([CH:7]=[CH:8][C:9]=1F)[C:5]#[N:6].C([O-])([O-])=O.[Cs+].[Cs+].[Cl:17][C:18]1[CH:19]=[C:20]([OH:39])[CH:21]=[CH:22][C:23]=1[CH:24]([CH3:38])[C:25]([C:31]1[CH:36]=[CH:35][N:34]=[C:33]([Cl:37])[CH:32]=1)([OH:30])[C:26]([F:29])([F:28])[F:27]. Product: [Cl:17][C:18]1[CH:19]=[C:20]([CH:21]=[CH:22][C:23]=1[CH:24]([CH3:38])[C:25]([C:31]1[CH:36]=[CH:35][N:34]=[C:33]([Cl:37])[CH:32]=1)([OH:30])[C:26]([F:29])([F:28])[F:27])[O:39][C:9]1[CH:8]=[CH:7][C:4]([C:5]#[N:6])=[CH:3][C:2]=1[F:1]. The catalyst class is: 3. (5) Reactant: [CH:1]1([NH:7][C:8]2[C:13]([C:14]3[N:15]=[N:16][N:17]([CH3:19])[N:18]=3)=[CH:12][N:11]=[C:10]([NH:20][C:21]3[CH:26]=[CH:25][C:24]([S:27]([CH3:35])(=[N:29]C(OCC)=O)=[O:28])=[CH:23][CH:22]=3)[N:9]=2)[CH2:6][CH2:5][CH2:4][CH2:3][CH2:2]1.C([O-])C.[Na+].[Na+].[Cl-]. Product: [CH:1]1([NH:7][C:8]2[C:13]([C:14]3[N:15]=[N:16][N:17]([CH3:19])[N:18]=3)=[CH:12][N:11]=[C:10]([NH:20][C:21]3[CH:22]=[CH:23][C:24]([S:27]([CH3:35])(=[NH:29])=[O:28])=[CH:25][CH:26]=3)[N:9]=2)[CH2:6][CH2:5][CH2:4][CH2:3][CH2:2]1. The catalyst class is: 8. (6) Reactant: F[C:2]1[C:7]([CH3:8])=[CH:6][CH:5]=[CH:4][C:3]=1[C:9]([C:11]1[CH:16]=[CH:15][C:14]([O:17][CH3:18])=[CH:13][CH:12]=1)=O.O.[NH2:20][NH2:21]. The catalyst class is: 377. Product: [CH3:18][O:17][C:14]1[CH:15]=[CH:16][C:11]([C:9]2[C:3]3[C:2](=[C:7]([CH3:8])[CH:6]=[CH:5][CH:4]=3)[NH:21][N:20]=2)=[CH:12][CH:13]=1.